This data is from Forward reaction prediction with 1.9M reactions from USPTO patents (1976-2016). The task is: Predict the product of the given reaction. (1) Given the reactants [CH:1]1([C:7]2[N:11]([C:12]3[CH:17]=[CH:16][C:15]([O:18][C:19]([F:22])([F:21])[F:20])=[CH:14][CH:13]=3)[N:10]=[CH:9][C:8]=2[CH2:23][C:24]2[CH:32]=[CH:31][C:27]([C:28]([OH:30])=O)=[CH:26][CH:25]=2)[CH2:6][CH2:5][CH2:4][CH2:3][CH2:2]1.C1C=CC2N(O)N=NC=2C=1.O.[NH2:44][C:45]1[NH:49][N:48]=[N:47][N:46]=1.CCN(C(C)C)C(C)C, predict the reaction product. The product is: [CH:1]1([C:7]2[N:11]([C:12]3[CH:13]=[CH:14][C:15]([O:18][C:19]([F:20])([F:22])[F:21])=[CH:16][CH:17]=3)[N:10]=[CH:9][C:8]=2[CH2:23][C:24]2[CH:25]=[CH:26][C:27]([C:28]([NH:44][C:45]3[NH:49][N:48]=[N:47][N:46]=3)=[O:30])=[CH:31][CH:32]=2)[CH2:2][CH2:3][CH2:4][CH2:5][CH2:6]1. (2) The product is: [NH2:16][CH2:15][C:7]1[N:8]=[C:9]2[CH:14]=[CH:13][CH:12]=[CH:11][N:10]2[C:6]=1[CH2:5][N:27]([CH2:31][CH2:32][CH2:33][NH:34][C:35]([O:37][C:38]([CH3:40])([CH3:39])[CH3:41])=[O:36])[C:28](=[O:30])[O:29][C:38]([CH3:41])([CH3:40])[CH3:39]. Given the reactants CC([CH:5]([N:27]([CH2:31][CH2:32][CH2:33][NH:34][C:35]([O:37][C:38]([CH3:41])([CH3:40])[CH3:39])=[O:36])[C:28](=[O:30])[O-:29])[C:6]1[N:10]2[CH:11]=[CH:12][CH:13]=[CH:14][C:9]2=[N:8][C:7]=1[CH2:15][N:16]1C(=O)C2C(=CC=CC=2)C1=O)(C)C.NN, predict the reaction product. (3) Given the reactants [NH2:1][C@@H:2]1[CH2:7][CH2:6][C@H:5]([NH:8][C:9]2[N:14]=[C:13]([N:15]([CH3:17])[CH3:16])[CH:12]=[C:11]([CH3:18])[N:10]=2)[CH2:4][CH2:3]1.CCN(C(C)C)C(C)C.[F:28][C:29]1[CH:30]=[C:31]([CH:35]=[CH:36][C:37]=1[F:38])[C:32]([Cl:34])=[O:33].Cl, predict the reaction product. The product is: [ClH:34].[CH3:16][N:15]([CH3:17])[C:13]1[CH:12]=[C:11]([CH3:18])[N:10]=[C:9]([NH:8][C@@H:5]2[CH2:4][CH2:3][C@H:2]([NH:1][C:32](=[O:33])[C:31]3[CH:35]=[CH:36][C:37]([F:38])=[C:29]([F:28])[CH:30]=3)[CH2:7][CH2:6]2)[N:14]=1. (4) The product is: [F:6][C:7]1[CH:8]=[CH:9][C:10]2[N:11]([C:13]([C:16]3[CH:21]=[CH:20][C:19]([O:22][CH2:24][CH2:25][O:26][CH:27]4[CH2:32][CH2:31][CH2:30][CH2:29][O:28]4)=[CH:18][CH:17]=3)=[CH:14][N:15]=2)[CH:12]=1. Given the reactants CN(C)C=O.[F:6][C:7]1[CH:8]=[CH:9][C:10]2[N:11]([C:13]([C:16]3[CH:21]=[CH:20][C:19]([OH:22])=[CH:18][CH:17]=3)=[CH:14][N:15]=2)[CH:12]=1.Br[CH2:24][CH2:25][O:26][CH:27]1[CH2:32][CH2:31][CH2:30][CH2:29][O:28]1.C(=O)([O-])[O-].[K+].[K+], predict the reaction product.